From a dataset of Full USPTO retrosynthesis dataset with 1.9M reactions from patents (1976-2016). Predict the reactants needed to synthesize the given product. Given the product [CH2:40]([N:41]1[CH2:44][CH2:33][CH:32]([CH2:35][CH2:6][C:5]2[CH:26]=[CH:27][CH:28]=[C:29]3[O:30][CH2:2][O:3][C:4]=23)[CH2:31][CH2:42]1)[C:4]1[CH:29]=[CH:28][CH:27]=[CH:26][CH:5]=1, predict the reactants needed to synthesize it. The reactants are: [Br-].[CH2:2]1[O:30][C:29]2[C:4](=[C:5]([CH:26]=[CH:27][CH:28]=2)[CH2:6][P+](C2C=CC=CC=2)(C2C=CC=CC=2)C2C=CC=CC=2)[O:3]1.[CH3:31][C:32]([CH3:35])([O-])[CH3:33].[K+].O.[H][H].[CH3:40][N:41]([CH3:44])[CH:42]=O.